From a dataset of Catalyst prediction with 721,799 reactions and 888 catalyst types from USPTO. Predict which catalyst facilitates the given reaction. (1) Reactant: Cl[C:2]([O:4][CH2:5][C:6]1[CH:11]=[CH:10][CH:9]=[CH:8][CH:7]=1)=[O:3].[OH:12][C@H:13]1[CH2:17][NH:16][C@H:15]([C:18]([OH:20])=[O:19])[CH2:14]1.C([O-])(O)=O.[Na+].O. Product: [CH2:5]([O:4][C:2]([N:16]1[CH2:17][C@H:13]([OH:12])[CH2:14][C@H:15]1[C:18]([OH:20])=[O:19])=[O:3])[C:6]1[CH:11]=[CH:10][CH:9]=[CH:8][CH:7]=1. The catalyst class is: 28. (2) The catalyst class is: 6. Reactant: [Na+].[I-:2].[CH2:3]([O:10][C:11]1[CH:16]=[CH:15][C:14]([C:17]#[CH:18])=[CH:13][CH:12]=1)[C:4]1[CH:9]=[CH:8][CH:7]=[CH:6][CH:5]=1. Product: [CH2:3]([O:10][C:11]1[CH:12]=[CH:13][C:14]([C:17]([I:2])=[CH2:18])=[CH:15][CH:16]=1)[C:4]1[CH:5]=[CH:6][CH:7]=[CH:8][CH:9]=1.